From a dataset of Full USPTO retrosynthesis dataset with 1.9M reactions from patents (1976-2016). Predict the reactants needed to synthesize the given product. (1) Given the product [F:23][C:21]1[CH:20]=[CH:19][C:9]2[C:10]([C:16]([CH3:18])=[CH2:17])=[N:11][C:12]3[CH:13]=[CH:14][NH:15][C:6](=[O:5])[C:7]=3[C:8]=2[CH:22]=1, predict the reactants needed to synthesize it. The reactants are: C([O:5][C:6]1[N:15]=[CH:14][CH:13]=[C:12]2[C:7]=1[C:8]1[CH:22]=[C:21]([F:23])[CH:20]=[CH:19][C:9]=1[C:10]([C:16]([CH3:18])=[CH2:17])=[N:11]2)CCC.S(=O)(=O)(O)O.[OH-].[Na+]. (2) Given the product [CH3:9][C:2]([C:10]1[CH:11]=[CH:12][CH:13]=[C:14]2[C:19]=1[N:18]=[C:17]([CH3:20])[CH:16]=[CH:15]2)([CH3:1])[CH2:3][CH2:4][OH:5], predict the reactants needed to synthesize it. The reactants are: [CH3:1][C:2]([C:10]1[CH:11]=[CH:12][CH:13]=[C:14]2[C:19]=1[N:18]=[C:17]([CH3:20])[CH:16]=[CH:15]2)([CH3:9])[CH2:3][C:4](OCC)=[O:5].[H-].[H-].[H-].[H-].[Li+].[Al+3].O.O.O.O.O.O.O.O.O.O.S([O-])([O-])(=O)=O.[Na+].[Na+]. (3) The reactants are: [CH3:1][N:2]1[CH2:7][CH2:6][CH:5]([O:8][C:9](=[O:24])[C:10]([OH:23])([C:17]2[CH:22]=[CH:21][CH:20]=[CH:19][CH:18]=2)[C:11]2[CH:16]=[CH:15][CH:14]=[CH:13][CH:12]=2)[CH2:4][CH2:3]1.[Br:25][CH2:26][C:27]([NH:29][C:30]1[CH:34]=[CH:33][O:32][N:31]=1)=[O:28].O. Given the product [Br-:25].[OH:23][C:10]([C:11]1[CH:16]=[CH:15][CH:14]=[CH:13][CH:12]=1)([C:17]1[CH:22]=[CH:21][CH:20]=[CH:19][CH:18]=1)[C:9]([O:8][CH:5]1[CH2:6][CH2:7][N+:2]([CH2:26][C:27](=[O:28])[NH:29][C:30]2[CH:34]=[CH:33][O:32][N:31]=2)([CH3:1])[CH2:3][CH2:4]1)=[O:24], predict the reactants needed to synthesize it. (4) Given the product [Cl:25][C:26]1[CH:27]=[N:28][CH:29]=[C:30]([Cl:55])[C:31]=1[NH:32][C:33]1[C:42]2[C:37](=[C:38]([O:45][CH2:46][CH2:47][CH2:48][CH2:49][CH2:50][C:51]([NH:63][CH2:64][C:65]([O:67][CH2:68][CH3:69])=[O:66])=[O:52])[C:39]([O:43][CH3:44])=[CH:40][CH:41]=2)[O:36][C:35](=[O:54])[CH:34]=1, predict the reactants needed to synthesize it. The reactants are: CN(C(ON1N=NC2C=CC=NC1=2)=[N+](C)C)C.F[P-](F)(F)(F)(F)F.[Cl:25][C:26]1[CH:27]=[N:28][CH:29]=[C:30]([Cl:55])[C:31]=1[NH:32][C:33]1[C:42]2[C:37](=[C:38]([O:45][CH2:46][CH2:47][CH2:48][CH2:49][CH2:50][C:51](O)=[O:52])[C:39]([O:43][CH3:44])=[CH:40][CH:41]=2)[O:36][C:35](=[O:54])[CH:34]=1.CN1CCOCC1.[NH2:63][CH2:64][C:65]([O:67][CH2:68][CH3:69])=[O:66].Cl.OP([O-])(O)=O.[K+]. (5) Given the product [CH3:1][O:2][C:3]1[CH:4]=[CH:5][C:6]([CH2:7][N:8]2[CH2:9][CH:10]([CH3:13])[CH2:11][O:12][CH2:24][C:25]2=[O:26])=[CH:14][CH:15]=1, predict the reactants needed to synthesize it. The reactants are: [CH3:1][O:2][C:3]1[CH:15]=[CH:14][C:6]([CH2:7][NH:8][CH2:9][CH:10]([CH3:13])[CH2:11][OH:12])=[CH:5][CH:4]=1.C(N(CC)CC)C.Cl[CH2:24][C:25](Cl)=[O:26].[OH-].[K+].